This data is from Forward reaction prediction with 1.9M reactions from USPTO patents (1976-2016). The task is: Predict the product of the given reaction. (1) Given the reactants [Cl:1][C:2]1[C:7]([C:8]2[CH:16]=C[C:11]3[N:12]=[CH:13]S[C:10]=3[CH:9]=2)=[CH:6][CH:5]=[CH:4][N:3]=1.IC1C=C[C:21]2[N:22](C=CN=2)C=1.ClC1C(B2OC(C)(C)C(C)(C)O2)=CC=CN=1.C([O-])([O-])=O.[Na+].[Na+], predict the reaction product. The product is: [Cl:1][C:2]1[C:7]([C:8]2[CH:9]=[CH:10][C:11]3[N:12]([CH:13]=[CH:21][N:22]=3)[CH:16]=2)=[CH:6][CH:5]=[CH:4][N:3]=1. (2) Given the reactants C(N(CC)CC)C.[C:8](OC(=O)C)(=[O:10])[CH3:9].[NH2:15][CH2:16][CH:17]1[CH2:20][N:19]([C:21]([O:23][C:24]([CH3:27])([CH3:26])[CH3:25])=[O:22])[CH2:18]1, predict the reaction product. The product is: [C:8]([NH:15][CH2:16][CH:17]1[CH2:20][N:19]([C:21]([O:23][C:24]([CH3:27])([CH3:26])[CH3:25])=[O:22])[CH2:18]1)(=[O:10])[CH3:9]. (3) Given the reactants Br[C:2]1[CH:7]=[CH:6][C:5]([F:8])=[CH:4][C:3]=1[CH2:9][CH2:10][CH:11]=[CH2:12].[Li]CCCC.CN(C)[CH:20]=[O:21], predict the reaction product. The product is: [CH2:9]([C:3]1[CH:4]=[C:5]([F:8])[CH:6]=[CH:7][C:2]=1[CH:20]=[O:21])[CH2:10][CH:11]=[CH2:12]. (4) Given the reactants [Br:1][C:2]1[CH:7]=[CH:6][C:5](/[CH:8]=[C:9](\[CH2:14][NH:15]S(C2C=CC(C)=CC=2)(=O)=O)/[C:10]([O:12][CH3:13])=[O:11])=[CH:4][CH:3]=1.C(OI(OC(=O)C)C1C=CC=CC=1)(=O)C.II.C([O-])([O-])=O.[K+].[K+], predict the reaction product. The product is: [Br:1][C:2]1[CH:7]=[C:6]2[C:5]([CH:8]=[C:9]([C:10]([O:12][CH3:13])=[O:11])[CH:14]=[N:15]2)=[CH:4][CH:3]=1. (5) The product is: [O:1]=[C:2]1[CH2:7][O:6][CH:5]([C:8]([O:10][C:11]([CH3:14])([CH3:13])[CH3:12])=[O:9])[CH2:4][CH2:3]1. Given the reactants [OH:1][CH:2]1[CH2:7][O:6][CH:5]([C:8]([O:10][C:11]([CH3:14])([CH3:13])[CH3:12])=[O:9])[CH2:4][CH2:3]1.CC(OI1(OC(C)=O)(OC(C)=O)OC(=O)C2C=CC=CC1=2)=O, predict the reaction product. (6) Given the reactants [CH3:1][O:2][C:3](=[O:24])[CH2:4][C:5]1[C:14]([CH3:15])=[C:13]([C:16]2[CH:21]=[CH:20][C:19]([NH2:22])=[CH:18][CH:17]=2)[C:12]2[C:7](=[CH:8][CH:9]=[C:10]([Cl:23])[CH:11]=2)[CH:6]=1.[C:25]1([S:31](Cl)(=[O:33])=[O:32])[CH:30]=[CH:29][CH:28]=[CH:27][CH:26]=1.C(N(C(C)C)CC)(C)C, predict the reaction product. The product is: [CH3:1][O:2][C:3](=[O:24])[CH2:4][C:5]1[C:14]([CH3:15])=[C:13]([C:16]2[CH:21]=[CH:20][C:19]([NH:22][S:31]([C:25]3[CH:30]=[CH:29][CH:28]=[CH:27][CH:26]=3)(=[O:33])=[O:32])=[CH:18][CH:17]=2)[C:12]2[C:7](=[CH:8][CH:9]=[C:10]([Cl:23])[CH:11]=2)[CH:6]=1.